Task: Regression. Given a peptide amino acid sequence and an MHC pseudo amino acid sequence, predict their binding affinity value. This is MHC class I binding data.. Dataset: Peptide-MHC class I binding affinity with 185,985 pairs from IEDB/IMGT (1) The peptide sequence is WPALSSIAA. The MHC is HLA-B15:01 with pseudo-sequence HLA-B15:01. The binding affinity (normalized) is 0.213. (2) The peptide sequence is RTMPLSRFT. The MHC is HLA-B58:01 with pseudo-sequence HLA-B58:01. The binding affinity (normalized) is 0.0847. (3) The peptide sequence is KFPTNTLTSI. The MHC is H-2-Db with pseudo-sequence H-2-Db. The binding affinity (normalized) is 0.359. (4) The peptide sequence is RIKTRLFTI. The MHC is HLA-A69:01 with pseudo-sequence HLA-A69:01. The binding affinity (normalized) is 0.0847.